The task is: Predict the reactants needed to synthesize the given product.. This data is from Full USPTO retrosynthesis dataset with 1.9M reactions from patents (1976-2016). (1) Given the product [CH3:13][N:12]1[C:8]([C:5]2[CH:4]=[CH:3][C:2]([Cl:1])=[CH:7][CH:6]=2)=[CH:9][C:10]([O:14][CH2:16][C:17]2[C:22]([CH3:23])=[CH:21][CH:20]=[CH:19][C:18]=2[N:24]2[C:28](=[O:29])[N:27]([CH3:30])[N:26]=[N:25]2)=[N:11]1, predict the reactants needed to synthesize it. The reactants are: [Cl:1][C:2]1[CH:7]=[CH:6][C:5]([C:8]2[N:12]([CH3:13])[NH:11][C:10](=[O:14])[CH:9]=2)=[CH:4][CH:3]=1.Br[CH2:16][C:17]1[C:22]([CH3:23])=[CH:21][CH:20]=[CH:19][C:18]=1[N:24]1[C:28](=[O:29])[N:27]([CH3:30])[N:26]=[N:25]1.C(=O)([O-])[O-].[K+].[K+].C(#N)C. (2) Given the product [ClH:24].[F:1][C:2]1[CH:23]=[CH:22][CH:21]=[CH:20][C:3]=1[CH2:4][O:5][C:6]1[CH:7]=[CH:8][C:9]([C@@H:12]2[NH:16][C@H:15]([C:17]([NH2:19])=[O:18])[CH2:14][CH2:13]2)=[CH:10][CH:11]=1, predict the reactants needed to synthesize it. The reactants are: [F:1][C:2]1[CH:23]=[CH:22][CH:21]=[CH:20][C:3]=1[CH2:4][O:5][C:6]1[CH:11]=[CH:10][C:9]([C@@H:12]2[NH:16][C@H:15]([C:17]([NH2:19])=[O:18])[CH2:14][CH2:13]2)=[CH:8][CH:7]=1.[ClH:24].O1CCOCC1.